Dataset: Peptide-MHC class I binding affinity with 185,985 pairs from IEDB/IMGT. Task: Regression. Given a peptide amino acid sequence and an MHC pseudo amino acid sequence, predict their binding affinity value. This is MHC class I binding data. (1) The peptide sequence is LESMGVYQI. The MHC is Mamu-A11 with pseudo-sequence Mamu-A11. The binding affinity (normalized) is 1.00. (2) The peptide sequence is FLYALALLL. The MHC is HLA-B57:01 with pseudo-sequence HLA-B57:01. The binding affinity (normalized) is 0.0164. (3) The peptide sequence is TYQWIIRNW. The MHC is HLA-B08:01 with pseudo-sequence HLA-B08:01. The binding affinity (normalized) is 0.0847. (4) The peptide sequence is VPGSETMCY. The MHC is HLA-B40:02 with pseudo-sequence HLA-B40:02. The binding affinity (normalized) is 0. (5) The peptide sequence is ETAWPFFYA. The binding affinity (normalized) is 0.0847. The MHC is HLA-A29:02 with pseudo-sequence HLA-A29:02.